Task: Predict which catalyst facilitates the given reaction.. Dataset: Catalyst prediction with 721,799 reactions and 888 catalyst types from USPTO (1) Reactant: C[O:2][C:3](=[O:40])[C@@H:4]([N:12]([CH2:27][C:28]1[CH:33]=[CH:32][C:31]([C:34]2[CH:39]=[CH:38][CH:37]=[CH:36][N:35]=2)=[CH:30][CH:29]=1)[C:13](=[O:26])[CH:14]=[CH:15][C:16]1[CH:21]=[CH:20][C:19]([C:22]([F:25])([F:24])[F:23])=[CH:18][CH:17]=1)[CH2:5][C:6]1[CH:11]=[CH:10][CH:9]=[CH:8][CH:7]=1.[OH-].[Na+].O. Product: [C:6]1([CH2:5][C@H:4]([N:12]([CH2:27][C:28]2[CH:29]=[CH:30][C:31]([C:34]3[CH:39]=[CH:38][CH:37]=[CH:36][N:35]=3)=[CH:32][CH:33]=2)[C:13](=[O:26])[CH:14]=[CH:15][C:16]2[CH:21]=[CH:20][C:19]([C:22]([F:25])([F:24])[F:23])=[CH:18][CH:17]=2)[C:3]([OH:40])=[O:2])[CH:11]=[CH:10][CH:9]=[CH:8][CH:7]=1. The catalyst class is: 5. (2) Reactant: [NH2:1][C:2]1[CH:3]=[C:4]([NH:9][S:10]([CH3:13])(=[O:12])=[O:11])[C:5]([Cl:8])=[N:6][CH:7]=1.C[Si]([N-][Si](C)(C)C)(C)C.[Na+].F[C:25]1[C:30]([C:31]2[N:36]=[C:35]([CH3:37])[N:34]=[C:33]([NH2:38])[CH:32]=2)=[CH:29][CH:28]=[CH:27][N:26]=1. Product: [NH2:38][C:33]1[N:34]=[C:35]([CH3:37])[N:36]=[C:31]([C:30]2[C:25]([NH:1][C:2]3[CH:3]=[C:4]([NH:9][S:10]([CH3:13])(=[O:12])=[O:11])[C:5]([Cl:8])=[N:6][CH:7]=3)=[N:26][CH:27]=[CH:28][CH:29]=2)[CH:32]=1. The catalyst class is: 1.